Dataset: NCI-60 drug combinations with 297,098 pairs across 59 cell lines. Task: Regression. Given two drug SMILES strings and cell line genomic features, predict the synergy score measuring deviation from expected non-interaction effect. (1) Drug 1: CCCCC(=O)OCC(=O)C1(CC(C2=C(C1)C(=C3C(=C2O)C(=O)C4=C(C3=O)C=CC=C4OC)O)OC5CC(C(C(O5)C)O)NC(=O)C(F)(F)F)O. Drug 2: COC1=C2C(=CC3=C1OC=C3)C=CC(=O)O2. Cell line: SN12C. Synergy scores: CSS=34.9, Synergy_ZIP=4.29, Synergy_Bliss=6.25, Synergy_Loewe=-12.7, Synergy_HSA=3.33. (2) Drug 1: CNC(=O)C1=CC=CC=C1SC2=CC3=C(C=C2)C(=NN3)C=CC4=CC=CC=N4. Drug 2: C1=CC=C(C(=C1)C(C2=CC=C(C=C2)Cl)C(Cl)Cl)Cl. Cell line: NCI/ADR-RES. Synergy scores: CSS=6.75, Synergy_ZIP=0.504, Synergy_Bliss=6.46, Synergy_Loewe=6.46, Synergy_HSA=5.21. (3) Drug 1: CN1CCC(CC1)COC2=C(C=C3C(=C2)N=CN=C3NC4=C(C=C(C=C4)Br)F)OC. Drug 2: CCC1=CC2CC(C3=C(CN(C2)C1)C4=CC=CC=C4N3)(C5=C(C=C6C(=C5)C78CCN9C7C(C=CC9)(C(C(C8N6C)(C(=O)OC)O)OC(=O)C)CC)OC)C(=O)OC.C(C(C(=O)O)O)(C(=O)O)O. Cell line: LOX IMVI. Synergy scores: CSS=47.7, Synergy_ZIP=-0.809, Synergy_Bliss=1.99, Synergy_Loewe=4.67, Synergy_HSA=4.73. (4) Drug 1: C1C(C(OC1N2C=C(C(=O)NC2=O)F)CO)O. Drug 2: CCC1(CC2CC(C3=C(CCN(C2)C1)C4=CC=CC=C4N3)(C5=C(C=C6C(=C5)C78CCN9C7C(C=CC9)(C(C(C8N6C=O)(C(=O)OC)O)OC(=O)C)CC)OC)C(=O)OC)O.OS(=O)(=O)O. Cell line: HCT-15. Synergy scores: CSS=28.7, Synergy_ZIP=2.34, Synergy_Bliss=5.78, Synergy_Loewe=-16.5, Synergy_HSA=2.33. (5) Drug 1: CC1C(C(CC(O1)OC2CC(CC3=C2C(=C4C(=C3O)C(=O)C5=C(C4=O)C(=CC=C5)OC)O)(C(=O)C)O)N)O.Cl. Drug 2: CC(C)CN1C=NC2=C1C3=CC=CC=C3N=C2N. Cell line: TK-10. Synergy scores: CSS=21.5, Synergy_ZIP=-0.301, Synergy_Bliss=6.33, Synergy_Loewe=-5.39, Synergy_HSA=4.03. (6) Drug 1: CC(CN1CC(=O)NC(=O)C1)N2CC(=O)NC(=O)C2. Drug 2: CCCCCOC(=O)NC1=NC(=O)N(C=C1F)C2C(C(C(O2)C)O)O. Cell line: SK-MEL-2. Synergy scores: CSS=16.0, Synergy_ZIP=-7.21, Synergy_Bliss=-6.56, Synergy_Loewe=-17.3, Synergy_HSA=-6.29. (7) Drug 1: CN(CCCl)CCCl.Cl. Drug 2: C(CN)CNCCSP(=O)(O)O. Cell line: M14. Synergy scores: CSS=2.72, Synergy_ZIP=-3.91, Synergy_Bliss=-2.00, Synergy_Loewe=-14.3, Synergy_HSA=-4.28. (8) Drug 1: C1=CC(=CC=C1CC(C(=O)O)N)N(CCCl)CCCl.Cl. Drug 2: B(C(CC(C)C)NC(=O)C(CC1=CC=CC=C1)NC(=O)C2=NC=CN=C2)(O)O. Cell line: A549. Synergy scores: CSS=25.1, Synergy_ZIP=4.79, Synergy_Bliss=11.0, Synergy_Loewe=10.1, Synergy_HSA=10.1.